This data is from Peptide-MHC class I binding affinity with 185,985 pairs from IEDB/IMGT. The task is: Regression. Given a peptide amino acid sequence and an MHC pseudo amino acid sequence, predict their binding affinity value. This is MHC class I binding data. (1) The peptide sequence is NFWLNTLLF. The MHC is HLA-B15:17 with pseudo-sequence HLA-B15:17. The binding affinity (normalized) is 0.274. (2) The peptide sequence is RLPKDFVDL. The MHC is HLA-A68:23 with pseudo-sequence HLA-A68:23. The binding affinity (normalized) is 0.610. (3) The peptide sequence is KMVGTVQRV. The MHC is HLA-A02:06 with pseudo-sequence HLA-A02:06. The binding affinity (normalized) is 1.00. (4) The peptide sequence is TSMSFSCIAI. The MHC is HLA-A68:02 with pseudo-sequence HLA-A68:02. The binding affinity (normalized) is 0.980.